From a dataset of Reaction yield outcomes from USPTO patents with 853,638 reactions. Predict the reaction yield, written as a fraction of the theoretical maximum amount of product (1.0 means a 100% yield; for example, 0.34 means a 34% yield). The yield is 0.670. The catalyst is S(=O)(=O)(O)O. The reactants are [CH3:1][O:2][CH2:3][CH2:4][O:5][CH2:6][CH2:7][O:8][CH2:9][CH2:10][O:11][C@H:12]1[CH2:16][CH2:15][N:14]([C:17](=O)[C@@H:18]([NH:25][C:26](=O)OCC2C=CC=CC=2)[C:19]2[CH:24]=[CH:23][CH:22]=[CH:21][CH:20]=2)[CH2:13]1.[N+:37]([O-])([OH:39])=[O:38].[OH-].[Na+].O. The product is [CH3:1][O:2][CH2:3][CH2:4][O:5][CH2:6][CH2:7][O:8][CH2:9][CH2:10][O:11][C@H:12]1[CH2:16][CH2:15][N:14]([CH2:17][C@H:18]([C:19]2[CH:24]=[CH:23][CH:22]=[C:21]([N+:37]([O-:39])=[O:38])[CH:20]=2)[NH:25][CH3:26])[CH2:13]1.